From a dataset of Catalyst prediction with 721,799 reactions and 888 catalyst types from USPTO. Predict which catalyst facilitates the given reaction. (1) Reactant: [CH2:1]([O:8][C:9](=[O:29])[NH:10][C:11]1[CH:16]=[CH:15][C:14]([C:17]2[CH:22]=[CH:21][N:20]=[CH:19][C:18]=2[O:23][CH3:24])=[CH:13][C:12]=1[O:25][CH:26]([CH3:28])[CH3:27])[C:2]1[CH:7]=[CH:6][CH:5]=[CH:4][CH:3]=1.[CH3:30][I:31]. Product: [I-:31].[CH2:1]([O:8][C:9]([NH:10][C:11]1[CH:16]=[CH:15][C:14]([C:17]2[CH:22]=[CH:21][N+:20]([CH3:30])=[CH:19][C:18]=2[O:23][CH3:24])=[CH:13][C:12]=1[O:25][CH:26]([CH3:27])[CH3:28])=[O:29])[C:2]1[CH:3]=[CH:4][CH:5]=[CH:6][CH:7]=1. The catalyst class is: 21. (2) Reactant: [C:1]([C:5]1[C:6]([O:15][C:16](=[O:21])[C:17]([CH3:20])([CH3:19])[CH3:18])=[CH:7][C:8]([CH2:12][CH:13]=[CH2:14])=[C:9]([OH:11])[CH:10]=1)([CH3:4])([CH3:3])[CH3:2].B(F)(F)F.CCOCC.C(=O)(O)[O-].[Na+]. Product: [C:1]([C:5]1[C:6]([O:15][C:16](=[O:21])[C:17]([CH3:20])([CH3:19])[CH3:18])=[CH:7][C:8]2[CH2:12][CH:13]([CH3:14])[O:11][C:9]=2[CH:10]=1)([CH3:4])([CH3:2])[CH3:3]. The catalyst class is: 4. (3) The catalyst class is: 2. Reactant: [Br:1][C:2]1[CH:3]=[C:4]([C:8]2[CH:13]=[C:12]([C:14](O)([CH3:16])[CH3:15])[N:11]=[C:10]([C:18]3[CH:23]=[CH:22][CH:21]=[CH:20][N:19]=3)[CH:9]=2)[CH:5]=[N:6][CH:7]=1.[OH-:24].[Na+].[C:26](#[N:28])[CH3:27]. Product: [Br:1][C:2]1[CH:3]=[C:4]([C:8]2[CH:13]=[C:12]([C:14]([NH:28][C:26](=[O:24])[CH3:27])([CH3:16])[CH3:15])[N:11]=[C:10]([C:18]3[CH:23]=[CH:22][CH:21]=[CH:20][N:19]=3)[CH:9]=2)[CH:5]=[N:6][CH:7]=1. (4) Product: [Cl:1][C:2]1[CH:24]=[N:23][C:5]2[NH:6][C:7]3[CH:12]=[N:11][C:10]([C:13]#[N:14])=[CH:9][C:8]=3[C:4]=2[C:3]=1[N:25]1[CH2:29][CH2:28][C@H:27]([NH:30][CH2:38][CH3:39])[CH2:26]1. The catalyst class is: 12. Reactant: [Cl:1][C:2]1[CH:24]=[N:23][C:5]2[N:6](COCC[Si](C)(C)C)[C:7]3[CH:12]=[N:11][C:10]([C:13]#[N:14])=[CH:9][C:8]=3[C:4]=2[C:3]=1[N:25]1[CH2:29][CH2:28][C@H:27]([N:30]([CH2:38][CH3:39])C(=O)OC(C)(C)C)[CH2:26]1.Br.[OH-].[Na+].Cl. (5) Reactant: [Br-:1].[NH2:2][CH2:3][CH2:4][CH2:5][CH2:6][N+:7]([CH2:10][CH2:11][NH:12][C:13]([C:15]1[C:20]([NH2:21])=[N:19][C:18]([NH2:22])=[C:17]([Cl:23])[N:16]=1)=[O:14])([CH3:9])[CH3:8].[Cl:24][C:25]1[CH:30]=[CH:29][C:28]([S:31](Cl)(=[O:33])=[O:32])=[CH:27][CH:26]=1.CN1CCOCC1. Product: [Br-:1].[Cl:24][C:25]1[CH:30]=[CH:29][C:28]([S:31]([NH:2][CH2:3][CH2:4][CH2:5][CH2:6][N+:7]([CH2:10][CH2:11][NH:12][C:13]([C:15]2[C:20]([NH2:21])=[N:19][C:18]([NH2:22])=[C:17]([Cl:23])[N:16]=2)=[O:14])([CH3:9])[CH3:8])(=[O:33])=[O:32])=[CH:27][CH:26]=1. The catalyst class is: 3. (6) Reactant: C(OC([NH:8][CH2:9][CH:10]1[CH2:15][CH2:14][N:13]([CH2:16][C:17]2([C:23]([OH:25])=[O:24])[CH2:22][CH2:21][O:20][CH2:19][CH2:18]2)[CH2:12][CH2:11]1)=O)(C)(C)C.O.[C:27]1([CH3:37])[CH:32]=[CH:31][C:30]([S:33]([OH:36])(=[O:35])=[O:34])=[CH:29][CH:28]=1.C(N(CC)CC)C. Product: [CH3:37][C:27]1[CH:28]=[CH:29][C:30]([S:33]([OH:36])(=[O:35])=[O:34])=[CH:31][CH:32]=1.[NH2:8][CH2:9][CH:10]1[CH2:15][CH2:14][N:13]([CH2:16][C:17]2([C:23]([OH:25])=[O:24])[CH2:22][CH2:21][O:20][CH2:19][CH2:18]2)[CH2:12][CH2:11]1. The catalyst class is: 32. (7) Product: [CH3:16][O:15][C:11]1[CH:10]=[CH:9][C:8]([N:17]2[CH2:18][CH2:19][N:20]([CH3:23])[CH2:21][CH2:22]2)=[C:7]2[C:12]=1[CH2:13][CH2:14][N:5]([C:3](=[O:4])[CH2:2][NH:1][C:25](=[O:32])[C:26]1[CH:31]=[CH:30][N:29]=[CH:28][CH:27]=1)[CH2:6]2. Reactant: [NH2:1][CH2:2][C:3]([N:5]1[CH2:14][CH2:13][C:12]2[C:7](=[C:8]([N:17]3[CH2:22][CH2:21][N:20]([CH3:23])[CH2:19][CH2:18]3)[CH:9]=[CH:10][C:11]=2[O:15][CH3:16])[CH2:6]1)=[O:4].Cl.[C:25](Cl)(=[O:32])[C:26]1[CH:31]=[CH:30][N:29]=[CH:28][CH:27]=1. The catalyst class is: 2.